From a dataset of Reaction yield outcomes from USPTO patents with 853,638 reactions. Predict the reaction yield, written as a fraction of the theoretical maximum amount of product (1.0 means a 100% yield; for example, 0.34 means a 34% yield). (1) The reactants are O[Li].O.[CH:4]1([C:7]2[CH:8]=[C:9]([C:13]3[S:17][C:16]([C:18]([O:20]CC)=[O:19])=[CH:15][CH:14]=3)[N:10]=[N:11][CH:12]=2)[CH2:6][CH2:5]1. The catalyst is C1COCC1.O. The product is [CH:4]1([C:7]2[CH:8]=[C:9]([C:13]3[S:17][C:16]([C:18]([OH:20])=[O:19])=[CH:15][CH:14]=3)[N:10]=[N:11][CH:12]=2)[CH2:5][CH2:6]1. The yield is 0.710. (2) The reactants are CO[C:3](=[O:14])[CH:4](Br)[C:5]1[CH:10]=[CH:9][C:8]([Cl:11])=[C:7]([Cl:12])[CH:6]=1.[CH:15]([SH:18])([CH3:17])[CH3:16].[NH2:19][C:20]1[S:21][CH:22]=[CH:23][N:24]=1. The catalyst is C1COCC1. The product is [CH:15]([S:18][CH:4]([C:5]1[CH:10]=[CH:9][C:8]([Cl:11])=[C:7]([Cl:12])[CH:6]=1)[C:3]([NH:19][C:20]1[S:21][CH:22]=[CH:23][N:24]=1)=[O:14])([CH3:17])[CH3:16]. The yield is 0.750.